From a dataset of Reaction yield outcomes from USPTO patents with 853,638 reactions. Predict the reaction yield, written as a fraction of the theoretical maximum amount of product (1.0 means a 100% yield; for example, 0.34 means a 34% yield). (1) The reactants are [S:1]([N:11]1[C:15]2=[N:16][CH:17]=[C:18]([NH:20][NH:21][C:22]([C@@H:24]3[CH2:28][CH2:27][C@H:26]([NH:29][C:30](=[O:36])[O:31][C:32]([CH3:35])([CH3:34])[CH3:33])[CH2:25]3)=O)[N:19]=[C:14]2[CH:13]=[CH:12]1)([C:4]1[CH:10]=[CH:9][C:7]([CH3:8])=[CH:6][CH:5]=1)(=[O:3])=[O:2].O=S(Cl)Cl.CCOC(C)=O.O. The catalyst is O1CCOCC1. The product is [C:32]([O:31][C:30](=[O:36])[NH:29][C@H:26]1[CH2:27][CH2:28][C@@H:24]([C:22]2[N:19]3[C:14]4[CH:13]=[CH:12][N:11]([S:1]([C:4]5[CH:10]=[CH:9][C:7]([CH3:8])=[CH:6][CH:5]=5)(=[O:2])=[O:3])[C:15]=4[N:16]=[CH:17][C:18]3=[N:20][N:21]=2)[CH2:25]1)([CH3:34])([CH3:35])[CH3:33]. The yield is 0.850. (2) The reactants are [Br:1][C:2]1[CH:3]=[C:4]2[C:12](=[C:13]([C:15](=[O:17])[NH2:16])[CH:14]=1)[N:11]([CH2:18][CH:19]1[CH2:21][CH2:20]1)[C:10]1[CH:9]=[C:8]([C:22]([O:24]CC)=[O:23])[CH:7]=[CH:6][C:5]2=1.CO.[OH-].[Na+]. The catalyst is C1COCC1. The product is [Br:1][C:2]1[CH:3]=[C:4]2[C:12](=[C:13]([C:15](=[O:17])[NH2:16])[CH:14]=1)[N:11]([CH2:18][CH:19]1[CH2:21][CH2:20]1)[C:10]1[CH:9]=[C:8]([C:22]([OH:24])=[O:23])[CH:7]=[CH:6][C:5]2=1. The yield is 0.860. (3) The reactants are [NH2:1][C:2]1[S:6][N:5]=[C:4]([CH3:7])[C:3]=1[C:8]([NH:10][C:11]1[CH:16]=[CH:15][C:14]([F:17])=[C:13]([F:18])[CH:12]=1)=[O:9].Cl[C:20]1[N:25]=[C:24]([C:26]([NH:28][CH3:29])=[O:27])[CH:23]=[N:22][CH:21]=1.C(=O)([O-])[O-].[Cs+].[Cs+].CC1(C)C2C(=C(P(C3C=CC=CC=3)C3C=CC=CC=3)C=CC=2)OC2C(P(C3C=CC=CC=3)C3C=CC=CC=3)=CC=CC1=2. The catalyst is O1CCOCC1.CN(C=O)C.C([O-])(=O)C.[Pd+2].C([O-])(=O)C. The product is [F:18][C:13]1[CH:12]=[C:11]([NH:10][C:8]([C:3]2[C:4]([CH3:7])=[N:5][S:6][C:2]=2[NH:1][C:20]2[N:25]=[C:24]([C:26]([NH:28][CH3:29])=[O:27])[CH:23]=[N:22][CH:21]=2)=[O:9])[CH:16]=[CH:15][C:14]=1[F:17]. The yield is 0.120.